This data is from Reaction yield outcomes from USPTO patents with 853,638 reactions. The task is: Predict the reaction yield, written as a fraction of the theoretical maximum amount of product (1.0 means a 100% yield; for example, 0.34 means a 34% yield). The yield is 0.270. The reactants are Br[C:2]1[CH:3]=[C:4]2[C:10]([C:11]3[CH:16]=[CH:15][CH:14]=[CH:13][CH:12]=3)=[N:9][N:8](C3CCCCO3)[C:5]2=[CH:6][N:7]=1.[NH:23]1[CH:27]=[N:26][CH:25]=[N:24]1. The product is [C:11]1([C:10]2[C:4]3[C:5](=[CH:6][N:7]=[C:2]([N:23]4[CH:27]=[N:26][CH:25]=[N:24]4)[CH:3]=3)[NH:8][N:9]=2)[CH:12]=[CH:13][CH:14]=[CH:15][CH:16]=1. No catalyst specified.